From a dataset of Catalyst prediction with 721,799 reactions and 888 catalyst types from USPTO. Predict which catalyst facilitates the given reaction. (1) Reactant: [N:1]1[C:10]2[CH2:9][CH2:8][CH2:7][CH2:6][C:5]=2[CH:4]=[CH:3][C:2]=1[CH2:11][Br:12].[C:13]1([P:19]([C:26]2[CH:31]=[CH:30][CH:29]=[CH:28][CH:27]=2)[C:20]2[CH:25]=[CH:24][CH:23]=[CH:22][CH:21]=2)[CH:18]=[CH:17][CH:16]=[CH:15][CH:14]=1. Product: [Br-:12].[N:1]1[C:10]2[CH2:9][CH2:8][CH2:7][CH2:6][C:5]=2[CH:4]=[CH:3][C:2]=1[CH2:11][P+:19]([C:20]1[CH:21]=[CH:22][CH:23]=[CH:24][CH:25]=1)([C:26]1[CH:31]=[CH:30][CH:29]=[CH:28][CH:27]=1)[C:13]1[CH:14]=[CH:15][CH:16]=[CH:17][CH:18]=1. The catalyst class is: 10. (2) Reactant: [Cl:1][C:2]1[N:7]=[C:6]2[S:8][C:9]([NH:11][C:12]3[CH:17]=[C:16]([CH3:18])[N:15]=[C:14](F)[N:13]=3)=[N:10][C:5]2=[CH:4][CH:3]=1.[NH2:20][C@H:21]1[CH2:26][CH2:25][C@H:24]([OH:27])[CH2:23][CH2:22]1.C(O)CO. Product: [Cl:1][C:2]1[N:7]=[C:6]2[S:8][C:9]([NH:11][C:12]3[CH:17]=[C:16]([CH3:18])[N:15]=[C:14]([NH:20][C@H:21]4[CH2:26][CH2:25][C@H:24]([OH:27])[CH2:23][CH2:22]4)[N:13]=3)=[N:10][C:5]2=[CH:4][CH:3]=1. The catalyst class is: 6.